From a dataset of Catalyst prediction with 721,799 reactions and 888 catalyst types from USPTO. Predict which catalyst facilitates the given reaction. (1) The catalyst class is: 1. Reactant: [S:1]1[C:5]([C:6]2[C:7]([O:27][CH3:28])=[CH:8][C:9]([O:25][CH3:26])=[C:10](/[CH:12]=[CH:13]/[C:14]([C:16]3[CH:24]=[CH:23][C:19]([C:20]([OH:22])=[O:21])=[CH:18][CH:17]=3)=[O:15])[CH:11]=2)=[CH:4][C:3]2[CH:29]=[CH:30][CH:31]=[CH:32][C:2]1=2.[NH:33]([CH2:35][C@@H:36]([C@H:38]([C@@H:40]([C@@H:42]([CH2:44][OH:45])[OH:43])[OH:41])[OH:39])[OH:37])[CH3:34].C(O)(=O)C1C=CC=CC=1.C(O)C. Product: [CH3:34][NH:33][CH2:35][C@@H:36]([C@H:38]([C@@H:40]([C@@H:42]([CH2:44][OH:45])[OH:43])[OH:41])[OH:39])[OH:37].[S:1]1[C:5]([C:6]2[C:7]([O:27][CH3:28])=[CH:8][C:9]([O:25][CH3:26])=[C:10](/[CH:12]=[CH:13]/[C:14]([C:16]3[CH:24]=[CH:23][C:19]([C:20]([OH:22])=[O:21])=[CH:18][CH:17]=3)=[O:15])[CH:11]=2)=[CH:4][C:3]2[CH:29]=[CH:30][CH:31]=[CH:32][C:2]1=2. (2) Product: [NH2:10][CH2:11][C:12]1[S:13][CH:14]=[C:15]([C:17]2[CH:18]=[C:19]3[C:23](=[CH:24][CH:25]=2)[N:22]([CH3:26])[C:21]2[N:27]([CH3:40])[C:28](=[O:39])[C:29]([C:31]4[CH:36]=[CH:35][C:34]([Cl:37])=[CH:33][C:32]=4[Cl:38])=[CH:30][C:20]3=2)[N:16]=1. Reactant: C(OC(=O)[NH:10][CH2:11][C:12]1[S:13][CH:14]=[C:15]([C:17]2[CH:18]=[C:19]3[C:23](=[CH:24][CH:25]=2)[N:22]([CH3:26])[C:21]2[N:27]([CH3:40])[C:28](=[O:39])[C:29]([C:31]4[CH:36]=[CH:35][C:34]([Cl:37])=[CH:33][C:32]=4[Cl:38])=[CH:30][C:20]3=2)[N:16]=1)C1C=CC=CC=1.C1(SC)C=CC=CC=1.C([O-])([O-])=O.[K+].[K+]. The catalyst class is: 55.